From a dataset of Catalyst prediction with 721,799 reactions and 888 catalyst types from USPTO. Predict which catalyst facilitates the given reaction. (1) Reactant: [I:1][C:2]1[CH:7]=[CH:6][C:5]([OH:8])=[CH:4][CH:3]=1.[H-].[Na+].Cl[CH2:12][CH2:13][CH2:14][N:15]1[CH2:19][CH2:18][CH2:17][CH2:16]1.[I-].[Na+]. Product: [I:1][C:2]1[CH:7]=[CH:6][C:5]([O:8][CH2:12][CH2:13][CH2:14][N:15]2[CH2:19][CH2:18][CH2:17][CH2:16]2)=[CH:4][CH:3]=1. The catalyst class is: 42. (2) Reactant: [Na].[NH:2]1[CH2:7][CH2:6][CH:5]([N:8]2[C:13](=[O:14])[CH2:12][O:11][C@H:10]3[CH2:15][CH2:16][CH2:17][CH2:18][C@H:9]23)[CH2:4][CH2:3]1.O=[C:20]1[CH2:23][CH:22]([C:24]([O:26][CH2:27][CH3:28])=[O:25])[CH2:21]1.C(N(CC)CC)C.C(=O)(O)[O-].[Na+]. Product: [O:14]=[C:13]1[CH2:12][O:11][C@H:10]2[CH2:15][CH2:16][CH2:17][CH2:18][C@@H:9]2[N:8]1[CH:5]1[CH2:4][CH2:3][N:2]([CH:20]2[CH2:23][CH:22]([C:24]([O:26][CH2:27][CH3:28])=[O:25])[CH2:21]2)[CH2:7][CH2:6]1. The catalyst class is: 4.